Dataset: Peptide-MHC class I binding affinity with 185,985 pairs from IEDB/IMGT. Task: Regression. Given a peptide amino acid sequence and an MHC pseudo amino acid sequence, predict their binding affinity value. This is MHC class I binding data. (1) The peptide sequence is YIITCCLFA. The MHC is HLA-A25:01 with pseudo-sequence HLA-A25:01. The binding affinity (normalized) is 0.0847. (2) The peptide sequence is GSVNVVYTF. The MHC is HLA-A01:01 with pseudo-sequence HLA-A01:01. The binding affinity (normalized) is 0.0664.